This data is from Forward reaction prediction with 1.9M reactions from USPTO patents (1976-2016). The task is: Predict the product of the given reaction. (1) The product is: [CH3:1][O:2][C:3](=[O:26])[CH2:4][C@H:5]1[C:9]2[CH:10]=[CH:11][C:12]([O:14][C@H:15]3[C:23]4[C:18](=[C:19]([O:25][C:35]5[CH:34]=[CH:33][C:31]6[N:32]=[C:28]([CH3:27])[O:29][C:30]=6[CH:36]=5)[CH:20]=[CH:21][C:22]=4[F:24])[CH2:17][CH2:16]3)=[CH:13][C:8]=2[O:7][CH2:6]1. Given the reactants [CH3:1][O:2][C:3](=[O:26])[CH2:4][C@H:5]1[C:9]2[CH:10]=[CH:11][C:12]([O:14][C@H:15]3[C:23]4[C:18](=[C:19]([OH:25])[CH:20]=[CH:21][C:22]=4[F:24])[CH2:17][CH2:16]3)=[CH:13][C:8]=2[O:7][CH2:6]1.[CH3:27][C:28]1[O:29][C:30]2[CH:36]=[C:35](B(O)O)[CH:34]=[CH:33][C:31]=2[N:32]=1.BrC1C=CC2N=C(C)OC=2C=1, predict the reaction product. (2) The product is: [CH2:1]([O:3][C:4](=[O:18])[CH:5]([O:15][CH2:16][CH3:17])[CH2:6][C:7]1[CH:12]=[CH:11][C:10]([O:13][CH2:20][C:21]2[N:22]=[C:23]([C:27]3[CH:32]=[CH:31][CH:30]=[C:29]([Cl:33])[CH:28]=3)[O:24][C:25]=2[CH3:26])=[CH:9][C:8]=1[CH3:14])[CH3:2]. Given the reactants [CH2:1]([O:3][C:4](=[O:18])[CH:5]([O:15][CH2:16][CH3:17])[CH2:6][C:7]1[CH:12]=[CH:11][C:10]([OH:13])=[CH:9][C:8]=1[CH3:14])[CH3:2].Cl[CH2:20][C:21]1[N:22]=[C:23]([C:27]2[CH:32]=[CH:31][CH:30]=[C:29]([Cl:33])[CH:28]=2)[O:24][C:25]=1[CH3:26].ClC1C=C(C=CC=1)C=O.O=P(Cl)(Cl)Cl.C(=O)([O-])[O-].[Cs+].[Cs+].[I-].[K+], predict the reaction product. (3) The product is: [NH2:1][C:4]1[CH:5]=[C:6]([C:10]2([CH3:20])[CH2:15][N:14]3[CH:16]=[CH:17][N:18]=[C:13]3[C:12]([NH2:19])=[N:11]2)[CH:7]=[CH:8][CH:9]=1. Given the reactants [N+:1]([C:4]1[CH:5]=[C:6]([C:10]2([CH3:20])[CH2:15][N:14]3[CH:16]=[CH:17][N:18]=[C:13]3[C:12]([NH2:19])=[N:11]2)[CH:7]=[CH:8][CH:9]=1)([O-])=O.[H][H], predict the reaction product. (4) Given the reactants [F:1][C:2]1[CH:7]=[CH:6][C:5]([F:8])=[CH:4][C:3]=1[C@H:9]1[CH2:13][CH2:12][CH2:11][N:10]1[C:14]1[CH:19]=[CH:18][N:17]2[N:20]=[CH:21][C:22]([NH2:23])=[C:16]2[N:15]=1.C1N=CN([C:29](N2C=NC=C2)=[O:30])C=1.Cl.[C@H:37]12[CH2:43][C@H:40]([NH:41][CH2:42]1)[CH2:39][O:38]2.CCN(C(C)C)C(C)C, predict the reaction product. The product is: [F:1][C:2]1[CH:7]=[CH:6][C:5]([F:8])=[CH:4][C:3]=1[C@H:9]1[CH2:13][CH2:12][CH2:11][N:10]1[C:14]1[CH:19]=[CH:18][N:17]2[N:20]=[CH:21][C:22]([NH:23][C:29]([N:41]3[CH2:42][C@@H:37]4[CH2:43][C@H:40]3[CH2:39][O:38]4)=[O:30])=[C:16]2[N:15]=1. (5) Given the reactants [C:1]([O:5][C:6]([N:8]1[CH2:13][C:12](OS(C(F)(F)F)(=O)=O)=[CH:11][CH2:10][CH2:9]1)=[O:7])([CH3:4])([CH3:3])[CH3:2].[F:22][C:23]1[CH:28]=[CH:27][CH:26]=[CH:25][C:24]=1B(O)O, predict the reaction product. The product is: [C:1]([O:5][C:6]([N:8]1[CH2:13][C:12]([C:24]2[CH:25]=[CH:26][CH:27]=[CH:28][C:23]=2[F:22])=[CH:11][CH2:10][CH2:9]1)=[O:7])([CH3:2])([CH3:3])[CH3:4].